Dataset: Catalyst prediction with 721,799 reactions and 888 catalyst types from USPTO. Task: Predict which catalyst facilitates the given reaction. (1) Reactant: [CH3:1][O:2][C:3](=[O:44])[C@@H:4]([NH:36]C(OC(C)(C)C)=O)[CH2:5][CH2:6][C:7](=[O:35])[NH:8][C:9]1[C:14]([C:15]2[O:19][N:18]=[C:17]([CH2:20][C:21]3[CH:26]=[CH:25][C:24]([CH2:27][O:28][C:29]4[CH:34]=[CH:33][CH:32]=[CH:31][N:30]=4)=[CH:23][CH:22]=3)[CH:16]=2)=[CH:13][CH:12]=[CH:11][N:10]=1.FC(F)(F)C(O)=O. Product: [CH3:1][O:2][C:3](=[O:44])[C@@H:4]([NH2:36])[CH2:5][CH2:6][C:7](=[O:35])[NH:8][C:9]1[C:14]([C:15]2[O:19][N:18]=[C:17]([CH2:20][C:21]3[CH:26]=[CH:25][C:24]([CH2:27][O:28][C:29]4[CH:34]=[CH:33][CH:32]=[CH:31][N:30]=4)=[CH:23][CH:22]=3)[CH:16]=2)=[CH:13][CH:12]=[CH:11][N:10]=1. The catalyst class is: 4. (2) Reactant: [F:1][C:2]1[CH:3]=[N:4][C:5]([NH:8][C:9]2[S:10][C:11]3[CH2:17][CH2:16][N:15]([CH2:18][C:19]4[CH:20]=[C:21]([CH:24]=[CH:25][CH:26]=4)[C:22]#[N:23])[C:14]4[N:27](CC5C=CC(OC)=CC=5)[N:28]=[CH:29][C:13]=4[C:12]=3[N:39]=2)=[N:6][CH:7]=1. Product: [F:1][C:2]1[CH:3]=[N:4][C:5]([NH:8][C:9]2[S:10][C:11]3[CH2:17][CH2:16][N:15]([CH2:18][C:19]4[CH:20]=[C:21]([CH:24]=[CH:25][CH:26]=4)[C:22]#[N:23])[C:14]4[NH:27][N:28]=[CH:29][C:13]=4[C:12]=3[N:39]=2)=[N:6][CH:7]=1. The catalyst class is: 67. (3) Reactant: [Cl:1][C:2]1[CH:9]=[CH:8][C:5]([C:6]#[N:7])=[C:4]([CH3:10])[CH:3]=1.C1C(=O)N([Br:18])C(=O)C1. Product: [Br:18][CH2:10][C:4]1[CH:3]=[C:2]([Cl:1])[CH:9]=[CH:8][C:5]=1[C:6]#[N:7]. The catalyst class is: 53. (4) Reactant: Cl[C:2]1[N:7]=[C:6]([NH:8][CH:9]2[CH2:13][CH2:12][CH2:11][CH2:10]2)[C:5]([N+:14]([O-:16])=[O:15])=[CH:4][N:3]=1.[NH2:17][C:18]1[CH:33]=[CH:32][C:21]([C:22]([O:24][CH2:25][C:26]2[CH:31]=[CH:30][CH:29]=[CH:28][CH:27]=2)=[O:23])=[CH:20][C:19]=1[O:34][CH3:35]. Product: [CH:9]1([NH:8][C:6]2[C:5]([N+:14]([O-:16])=[O:15])=[CH:4][N:3]=[C:2]([NH:17][C:18]3[CH:33]=[CH:32][C:21]([C:22]([O:24][CH2:25][C:26]4[CH:31]=[CH:30][CH:29]=[CH:28][CH:27]=4)=[O:23])=[CH:20][C:19]=3[O:34][CH3:35])[N:7]=2)[CH2:13][CH2:12][CH2:11][CH2:10]1. The catalyst class is: 32. (5) Reactant: [O:1]=[C:2]1[CH2:5][CH:4]([CH2:6][CH2:7][C:8]([O:10]CC)=[O:9])[CH2:3]1.O.[OH-].[Na+]. Product: [O:1]=[C:2]1[CH2:5][CH:4]([CH2:6][CH2:7][C:8]([OH:10])=[O:9])[CH2:3]1. The catalyst class is: 5. (6) Reactant: [F:1][C:2]([F:16])([F:15])[C:3]1[CH:14]=[CH:13][C:6]([CH2:7][CH:8]([C:11]#[N:12])[C:9]#[N:10])=[CH:5][CH:4]=1.[H-].[Na+].Br[CH2:20][CH2:21][CH2:22][CH2:23][Cl:24]. Product: [Cl:24][CH2:23][CH2:22][CH2:21][CH2:20][C:8]([CH2:7][C:6]1[CH:5]=[CH:4][C:3]([C:2]([F:15])([F:16])[F:1])=[CH:14][CH:13]=1)([C:11]#[N:12])[C:9]#[N:10]. The catalyst class is: 9. (7) Reactant: Cl.[Cl:2][C:3]1[CH:4]=[C:5]([CH:24]=[CH:25][C:26]=1[O:27][CH3:28])[CH2:6][N:7]1[C:15]2[C:10](=[CH:11][CH:12]=[C:13]([C:16]#[N:17])[CH:14]=2)[C:9]([CH:18]2[CH2:23][CH2:22][NH:21][CH2:20][CH2:19]2)=[CH:8]1.C(N(CC)CC)C.[C:36](OC(=O)C)(=[O:38])[CH3:37].C(Cl)Cl. Product: [C:36]([N:21]1[CH2:20][CH2:19][CH:18]([C:9]2[C:10]3[C:15](=[CH:14][C:13]([C:16]#[N:17])=[CH:12][CH:11]=3)[N:7]([CH2:6][C:5]3[CH:24]=[CH:25][C:26]([O:27][CH3:28])=[C:3]([Cl:2])[CH:4]=3)[CH:8]=2)[CH2:23][CH2:22]1)(=[O:38])[CH3:37]. The catalyst class is: 6. (8) Reactant: [CH2:1]([C:8]1[N:13]=[C:12]([CH3:14])[C:11]([C:15]([O:17]CC)=[O:16])=[CH:10][N:9]=1)[C:2]1[CH:7]=[CH:6][CH:5]=[CH:4][CH:3]=1.[OH-].[Na+]. Product: [CH2:1]([C:8]1[N:13]=[C:12]([CH3:14])[C:11]([C:15]([OH:17])=[O:16])=[CH:10][N:9]=1)[C:2]1[CH:3]=[CH:4][CH:5]=[CH:6][CH:7]=1. The catalyst class is: 8. (9) Reactant: [CH:1]1([C:6]2[C:15]3[C@@H:14]([OH:16])[CH2:13][C:12]([CH3:18])([CH3:17])[CH2:11][C:10]=3[N:9]=[C:8]([CH:19]([CH3:21])[CH3:20])[C:7]=2[C:22]([C:24]2[CH:29]=[CH:28][C:27]([C:30]([F:33])([F:32])[F:31])=[CH:26][CH:25]=2)=[O:23])[CH2:5][CH2:4][CH2:3][CH2:2]1.N1C(C)=CC=CC=1C.FC(F)(F)S(O[Si:48]([C:51]([CH3:54])([CH3:53])[CH3:52])([CH3:50])[CH3:49])(=O)=O.[Cl-].[NH4+]. Product: [Si:48]([O:16][C@H:14]1[CH2:13][C:12]([CH3:17])([CH3:18])[CH2:11][C:10]2[N:9]=[C:8]([CH:19]([CH3:21])[CH3:20])[C:7]([C:22]([C:24]3[CH:29]=[CH:28][C:27]([C:30]([F:33])([F:31])[F:32])=[CH:26][CH:25]=3)=[O:23])=[C:6]([CH:1]3[CH2:2][CH2:3][CH2:4][CH2:5]3)[C:15]1=2)([C:51]([CH3:54])([CH3:53])[CH3:52])([CH3:50])[CH3:49]. The catalyst class is: 11.